From a dataset of NCI-60 drug combinations with 297,098 pairs across 59 cell lines. Regression. Given two drug SMILES strings and cell line genomic features, predict the synergy score measuring deviation from expected non-interaction effect. (1) Drug 1: C#CCC(CC1=CN=C2C(=N1)C(=NC(=N2)N)N)C3=CC=C(C=C3)C(=O)NC(CCC(=O)O)C(=O)O. Drug 2: CN(CCCl)CCCl.Cl. Cell line: M14. Synergy scores: CSS=15.8, Synergy_ZIP=-3.99, Synergy_Bliss=-2.07, Synergy_Loewe=-6.28, Synergy_HSA=-0.816. (2) Drug 1: CC1=CC=C(C=C1)C2=CC(=NN2C3=CC=C(C=C3)S(=O)(=O)N)C(F)(F)F. Synergy scores: CSS=6.19, Synergy_ZIP=-4.00, Synergy_Bliss=-3.53, Synergy_Loewe=-14.6, Synergy_HSA=-4.23. Drug 2: CC1=C(N=C(N=C1N)C(CC(=O)N)NCC(C(=O)N)N)C(=O)NC(C(C2=CN=CN2)OC3C(C(C(C(O3)CO)O)O)OC4C(C(C(C(O4)CO)O)OC(=O)N)O)C(=O)NC(C)C(C(C)C(=O)NC(C(C)O)C(=O)NCCC5=NC(=CS5)C6=NC(=CS6)C(=O)NCCC[S+](C)C)O. Cell line: COLO 205.